Dataset: Reaction yield outcomes from USPTO patents with 853,638 reactions. Task: Predict the reaction yield, written as a fraction of the theoretical maximum amount of product (1.0 means a 100% yield; for example, 0.34 means a 34% yield). The reactants are [CH3:1][C:2]([CH3:7])([CH3:6])[CH2:3][Mg]Cl.[Cu](C#N)C#N.Br[C:14]1[N:32]=[CH:31][CH:30]=[CH:29][C:15]=1[C:16]([NH:18][C:19]1[CH:24]=[CH:23][CH:22]=[C:21]([C:25]([CH3:28])([CH3:27])[CH3:26])[CH:20]=1)=[O:17].[Cl-].[NH4+]. The catalyst is C1COCC1.C(OCC)(=O)C. The product is [C:25]([C:21]1[CH:20]=[C:19]([NH:18][C:16](=[O:17])[C:15]2[CH:29]=[CH:30][CH:31]=[N:32][C:14]=2[CH2:1][C:2]([CH3:7])([CH3:6])[CH3:3])[CH:24]=[CH:23][CH:22]=1)([CH3:28])([CH3:27])[CH3:26]. The yield is 0.860.